This data is from Reaction yield outcomes from USPTO patents with 853,638 reactions. The task is: Predict the reaction yield, written as a fraction of the theoretical maximum amount of product (1.0 means a 100% yield; for example, 0.34 means a 34% yield). The reactants are [Br:1][C:2]1[CH:3]=[CH:4][CH:5]=[C:6]2[C:10]=1[C:9](=[O:11])[CH2:8][CH2:7]2.[CH3:12][O:13][C:14]1[CH:15]=[C:16]([CH:20]=[C:21]([O:23][CH3:24])[CH:22]=1)[CH2:17][Mg]Br. The catalyst is C1COCC1. The product is [Br:1][C:2]1[CH:3]=[CH:4][CH:5]=[C:6]2[C:10]=1[C:9]([CH2:17][C:16]1[CH:20]=[C:21]([O:23][CH3:24])[CH:22]=[C:14]([O:13][CH3:12])[CH:15]=1)([OH:11])[CH2:8][CH2:7]2. The yield is 0.830.